Dataset: Full USPTO retrosynthesis dataset with 1.9M reactions from patents (1976-2016). Task: Predict the reactants needed to synthesize the given product. Given the product [OH:23][C@H:22]([C@@H:7]1[C@H:8]([NH:11][C:12](=[O:21])[O:13][CH2:14][C:15]2[CH:16]=[CH:17][CH:18]=[CH:19][CH:20]=2)[C:9](=[O:10])[N:6]1[CH2:5][C:4]1[CH:29]=[CH:30][C:31]([O:33][CH3:34])=[CH:32][C:3]=1[O:2][CH3:1])[CH2:26][OH:25], predict the reactants needed to synthesize it. The reactants are: [CH3:1][O:2][C:3]1[CH:32]=[C:31]([O:33][CH3:34])[CH:30]=[CH:29][C:4]=1[CH2:5][N:6]1[C:9](=[O:10])[C@@H:8]([NH:11][C:12](=[O:21])[O:13][CH2:14][C:15]2[CH:20]=[CH:19][CH:18]=[CH:17][CH:16]=2)[C@H:7]1[C@@H:22]1[CH2:26][O:25]C(C)(C)[O:23]1.CC1C=CC(S(O)(=O)=O)=CC=1.O.C([O-])(O)=O.[Na+].